Dataset: Catalyst prediction with 721,799 reactions and 888 catalyst types from USPTO. Task: Predict which catalyst facilitates the given reaction. (1) Reactant: C(O)(C(F)(F)F)=O.[F:8][C:9]1[CH:14]=[CH:13][C:12]([F:15])=[CH:11][C:10]=1[C@H:16]1[CH2:20][CH2:19][CH2:18][N:17]1[C:21]1[CH:26]=[CH:25][N:24]2[N:27]=[CH:28][C:29]([C:30]([N:32]3[CH:37]4[CH2:38][CH2:39][CH:33]3[CH2:34][N:35](C(OC(C)(C)C)=O)[CH2:36]4)=[O:31])=[C:23]2[CH:22]=1. The catalyst class is: 91. Product: [CH:33]12[N:32]([C:30]([C:29]3[CH:28]=[N:27][N:24]4[CH:25]=[CH:26][C:21]([N:17]5[CH2:18][CH2:19][CH2:20][C@@H:16]5[C:10]5[CH:11]=[C:12]([F:15])[CH:13]=[CH:14][C:9]=5[F:8])=[CH:22][C:23]=34)=[O:31])[CH:37]([CH2:38][CH2:39]1)[CH2:36][NH:35][CH2:34]2. (2) Reactant: [F:1][C:2]([F:7])([F:6])[C:3]([OH:5])=[O:4].FC(F)(F)C(O)=O.[CH3:15][N:16]1[CH2:22][C:21]2[CH:23]=[C:24]([C:27]3[C:35]4[C:30](=[CH:31][CH:32]=[C:33]([NH2:36])[CH:34]=4)[NH:29][N:28]=3)[CH:25]=[CH:26][C:20]=2[O:19][CH2:18][CH2:17]1.[CH2:37]([C:39]1[CH:44]=[CH:43][CH:42]=[C:41]([CH2:45][CH3:46])[C:40]=1[N:47]=[C:48]=[O:49])[CH3:38].CCN(C(C)C)C(C)C. Product: [CH2:37]([C:39]1[CH:44]=[CH:43][CH:42]=[C:41]([CH2:45][CH3:46])[C:40]=1[NH:47][C:48]([NH:36][C:33]1[CH:34]=[C:35]2[C:30](=[CH:31][CH:32]=1)[NH:29][N:28]=[C:27]2[C:24]1[CH:25]=[CH:26][C:20]2[O:19][CH2:18][CH2:17][N:16]([CH3:15])[CH2:22][C:21]=2[CH:23]=1)=[O:49])[CH3:38].[C:3]([OH:5])([C:2]([F:7])([F:6])[F:1])=[O:4]. The catalyst class is: 3. (3) Reactant: CCCC[N+](CCCC)(CCCC)CCCC.[F-].C[Si]([C:23]#[C:24][C:25]1[CH:26]=[N:27][N:28]([C:30]([O:32][C:33]([CH3:36])([CH3:35])[CH3:34])=[O:31])[CH:29]=1)(C)C. The catalyst class is: 1. Product: [C:24]([C:25]1[CH:26]=[N:27][N:28]([C:30]([O:32][C:33]([CH3:36])([CH3:35])[CH3:34])=[O:31])[CH:29]=1)#[CH:23]. (4) Reactant: [F:1][C:2]1([F:36])[CH2:8][N:7]([C@@H:9]2[CH2:11][C@H:10]2[C:12]2[CH:17]=[CH:16][CH:15]=[CH:14][CH:13]=2)[C:6]2[N:18]=[C:19]([NH:22][C:23]3[CH:31]=[CH:30][C:26]([C:27]([OH:29])=O)=[CH:25][C:24]=3[O:32][CH3:33])[N:20]=[CH:21][C:5]=2[N:4]([CH3:34])[C:3]1=[O:35].C([N:39](C(C)C)C(C)C)C.[Cl-].[NH4+]. Product: [F:1][C:2]1([F:36])[CH2:8][N:7]([C@@H:9]2[CH2:11][C@H:10]2[C:12]2[CH:17]=[CH:16][CH:15]=[CH:14][CH:13]=2)[C:6]2[N:18]=[C:19]([NH:22][C:23]3[CH:31]=[CH:30][C:26]([C:27]([NH2:39])=[O:29])=[CH:25][C:24]=3[O:32][CH3:33])[N:20]=[CH:21][C:5]=2[N:4]([CH3:34])[C:3]1=[O:35]. The catalyst class is: 9. (5) Reactant: [CH3:1][O:2][C:3]([C:5]1[S:6][C:7]([C:11]2[CH:16]=[CH:15][CH:14]=[CH:13][CH:12]=2)=[CH:8][C:9]=1[NH2:10])=[O:4].I[CH3:18]. Product: [CH3:1][O:2][C:3]([C:5]1[S:6][C:7]([C:11]2[CH:16]=[CH:15][CH:14]=[CH:13][CH:12]=2)=[CH:8][C:9]=1[NH:10][CH3:18])=[O:4]. The catalyst class is: 9. (6) The catalyst class is: 2. Product: [N:12]1[CH:17]=[CH:16][CH:15]=[C:14]([NH:18][C:1]([NH2:9])=[O:8])[CH:13]=1. Reactant: [C:1]([N:9]=C=O)(=[O:8])C1C=CC=CC=1.[N:12]1[CH:17]=[CH:16][CH:15]=[C:14]([NH2:18])[CH:13]=1.[OH-].[Na+]. (7) Reactant: [CH3:1][S:2][C:3]1[N:4]([C:14]2[N:15]=[CH:16][N:17]=[C:18]([NH2:21])[C:19]=2[N:20]=1)[C@@H:5]1[O:13][C@H:10]([CH2:11][OH:12])[C@@H:8]([OH:9])[C@H:6]1[OH:7].[CH2:22](Br)[C:23]1[CH:28]=[CH:27][CH:26]=[CH:25][CH:24]=1. Product: [CH2:22]([NH:21][C:18]1[N:17]=[CH:16][N:15]=[C:14]2[C:19]=1[N:20]=[C:3]([S:2][CH3:1])[N:4]2[C@@H:5]1[O:13][C@H:10]([CH2:11][OH:12])[C@@H:8]([OH:9])[C@H:6]1[OH:7])[C:23]1[CH:28]=[CH:27][CH:26]=[CH:25][CH:24]=1. The catalyst class is: 3. (8) Reactant: C1(O)C=CC=CC=1.[O:8]1[CH2:13][CH2:12][CH2:11][CH2:10][CH:9]1[C:14]1[CH:19]=[C:18]([CH3:20])[CH:17]=[CH:16][C:15]=1[OH:21].C(N(CC)[P:25](Cl)Cl)C.C(N(CC)CC)C. Product: [O:8]1[CH2:13][CH2:12][CH2:11][CH2:10][CH:9]1[C:14]1[CH:19]=[C:18]([CH3:20])[CH:17]=[CH:16][C:15]=1[OH:21].[P:25]. The catalyst class is: 27. (9) Reactant: [C:1]([C:4]1[CH:9]=[CH:8][N:7]=[C:6]([C:10]2[N:14]([C:15]3[CH:16]=[N:17][C:18]([O:21][CH3:22])=[CH:19][CH:20]=3)[N:13]=[C:12]([C:23]([O:25]CC)=[O:24])[CH:11]=2)[CH:5]=1)(=[O:3])[NH2:2].O.[OH-].[Li+:30].O. Product: [C:1]([C:4]1[CH:9]=[CH:8][N:7]=[C:6]([C:10]2[N:14]([C:15]3[CH:16]=[N:17][C:18]([O:21][CH3:22])=[CH:19][CH:20]=3)[N:13]=[C:12]([C:23]([O-:25])=[O:24])[CH:11]=2)[CH:5]=1)(=[O:3])[NH2:2].[Li+:30]. The catalyst class is: 214. (10) Reactant: [Cl:1][C:2]1[S:6][C:5]([C:7]([C:13]2[CH:14]=[C:15]3[C:19](=[CH:20][CH:21]=2)[N:18]([C:22]2[CH:27]=[CH:26][C:25]([F:28])=[CH:24][CH:23]=2)[N:17]=[CH:16]3)([OH:12])[C:8]([F:11])([F:10])[F:9])=[CH:4][CH:3]=1.ClC1C=CC=C(C(OO)=[O:37])C=1.[OH2:40]. Product: [Cl:1][C:2]1[S:6](=[O:37])(=[O:40])[C:5]([C:7]([C:13]2[CH:14]=[C:15]3[C:19](=[CH:20][CH:21]=2)[N:18]([C:22]2[CH:23]=[CH:24][C:25]([F:28])=[CH:26][CH:27]=2)[N:17]=[CH:16]3)([OH:12])[C:8]([F:10])([F:11])[F:9])=[CH:4][CH:3]=1. The catalyst class is: 2.